Predict the product of the given reaction. From a dataset of Forward reaction prediction with 1.9M reactions from USPTO patents (1976-2016). (1) Given the reactants [CH2:1]([O:3][C:4]([N:6]1[CH2:11][CH2:10][N:9]([C:12](=[O:43])[C@@H:13]([NH:19][C:20]([C:22]2[CH:26]=[C:25]([O:27][C:28]3([C:32]([O:34]CC)=[O:33])[CH2:31][CH2:30][CH2:29]3)[N:24]([C:37]3[CH:42]=[CH:41][CH:40]=[CH:39][CH:38]=3)[N:23]=2)=[O:21])[CH2:14][CH2:15][C:16]([OH:18])=[O:17])[CH2:8][CH2:7]1)=[O:5])[CH3:2].[OH-].[Na+].Cl, predict the reaction product. The product is: [CH2:1]([O:3][C:4]([N:6]1[CH2:11][CH2:10][N:9]([C:12](=[O:43])[C@@H:13]([NH:19][C:20]([C:22]2[CH:26]=[C:25]([O:27][C:28]3([C:32]([OH:34])=[O:33])[CH2:31][CH2:30][CH2:29]3)[N:24]([C:37]3[CH:38]=[CH:39][CH:40]=[CH:41][CH:42]=3)[N:23]=2)=[O:21])[CH2:14][CH2:15][C:16]([OH:18])=[O:17])[CH2:8][CH2:7]1)=[O:5])[CH3:2]. (2) The product is: [C:23]([O:22][C:20]([N:7]([CH:4]1[CH2:3][CH2:2][O:1][CH2:6][CH2:5]1)[CH2:8][C:9]([OH:11])=[O:10])=[O:19])([CH3:26])([CH3:25])[CH3:24]. Given the reactants [O:1]1[CH2:6][CH2:5][CH:4]([NH:7][CH2:8][C:9]([OH:11])=[O:10])[CH2:3][CH2:2]1.CCN(CC)CC.[O:19](C(OC(C)(C)C)=O)[C:20]([O:22][C:23]([CH3:26])([CH3:25])[CH3:24])=O.Cl.O.P, predict the reaction product. (3) Given the reactants [C:1]([O:4][C@H:5]([C@H:13]1[O:18][CH2:17][CH2:16][N:15]([C:19]2[CH:20]=[C:21]3[C:25](=[CH:26][CH:27]=2)[CH2:24][N:23]([CH3:28])[C:22]3=[O:29])[C:14]1=[O:30])[C:6]([O:8]C(C)(C)C)=[O:7])(=[O:3])[CH3:2].C(O)(C(F)(F)F)=O, predict the reaction product. The product is: [C:1]([O:4][C@H:5]([C@H:13]1[O:18][CH2:17][CH2:16][N:15]([C:19]2[CH:20]=[C:21]3[C:25](=[CH:26][CH:27]=2)[CH2:24][N:23]([CH3:28])[C:22]3=[O:29])[C:14]1=[O:30])[C:6]([OH:8])=[O:7])(=[O:3])[CH3:2]. (4) Given the reactants [Cl:1][C:2]1[CH:3]=[C:4]([S:8]([N:11]2[C:19]3[C:14](=[C:15]([O:33][CH3:34])[CH:16]=[C:17]([C:20]([NH:22][C:23]4[CH:31]=[CH:30][C:26]([C:27]([OH:29])=[O:28])=[C:25]([F:32])[CH:24]=4)=[O:21])[CH:18]=3)[CH2:13][CH2:12]2)(=[O:10])=[O:9])[CH:5]=[CH:6][CH:7]=1.Cl[C:36]1C=C(S(Cl)(=O)=O)C=C[CH:41]=1, predict the reaction product. The product is: [CH2:36]([O:28][C:27](=[O:29])[C:26]1[CH:30]=[CH:31][C:23]([NH:22][C:20]([C:17]2[CH:18]=[C:19]3[C:14]([CH2:13][CH2:12][N:11]3[S:8]([C:4]3[CH:5]=[CH:6][CH:7]=[C:2]([Cl:1])[CH:3]=3)(=[O:10])=[O:9])=[C:15]([O:33][CH3:34])[CH:16]=2)=[O:21])=[CH:24][C:25]=1[F:32])[CH3:41]. (5) Given the reactants [CH3:1][Si](C=[N+]=[N-])(C)C.[C:8]([O:12][C:13]([N:15]1[CH2:20][CH:19]=[C:18]([C:21]2[N:26]=[CH:25][C:24]([C:27]([OH:29])=[O:28])=[CH:23][N:22]=2)[CH2:17][CH2:16]1)=[O:14])([CH3:11])([CH3:10])[CH3:9], predict the reaction product. The product is: [C:8]([O:12][C:13]([N:15]1[CH2:16][CH:17]=[C:18]([C:21]2[N:26]=[CH:25][C:24]([C:27]([O:29][CH3:1])=[O:28])=[CH:23][N:22]=2)[CH2:19][CH2:20]1)=[O:14])([CH3:11])([CH3:9])[CH3:10]. (6) Given the reactants [C:1]([O:5][C:6]([N:8]1[CH2:12][CH2:11][CH2:10][C@H:9]1COCC(O)=O)=[O:7])([CH3:4])([CH3:3])[CH3:2].ON1C2N=CC=CC=2N=N1.Cl.C(N=C=NCCCN(C)C)C.CN([C@@H](C(=O)NC)CC1C=CC=CC=1)C(=O)[C@H](NC)CC1C=CC2C(=CC=CC=2)C=1.C(N(C(C)C)CC)(C)C, predict the reaction product. The product is: [C:1]([O:5][C:6]([N:8]1[CH2:12][CH2:11][CH2:10][CH2:9]1)=[O:7])([CH3:4])([CH3:2])[CH3:3]. (7) Given the reactants [F:1][C:2]1[C:11]2[C:6](=[CH:7][CH:8]=[CH:9][CH:10]=2)[CH:5]=[CH:4][CH:3]=1.[Cl:12][S:13](O)(=[O:15])=[O:14], predict the reaction product. The product is: [F:1][C:2]1[C:11]2[C:6](=[CH:7][CH:8]=[CH:9][CH:10]=2)[C:5]([S:13]([Cl:12])(=[O:15])=[O:14])=[CH:4][CH:3]=1.